This data is from Full USPTO retrosynthesis dataset with 1.9M reactions from patents (1976-2016). The task is: Predict the reactants needed to synthesize the given product. (1) Given the product [CH3:14][C:2]([N:15]1[CH:19]=[C:18]([NH:20][C:21](=[O:27])[C@@H:22]([NH:26][CH:34]2[CH2:33][CH2:32][C:31]3[C:36](=[C:37]([F:39])[CH:38]=[C:29]([F:28])[CH:30]=3)[CH2:35]2)[CH2:23][CH2:24][CH3:25])[N:17]=[CH:16]1)([CH3:1])[CH2:3][CH2:4][NH:5][C@@H:6]([C:8]1[CH:13]=[CH:12][CH:11]=[CH:10][CH:9]=1)[CH3:7], predict the reactants needed to synthesize it. The reactants are: [CH3:1][C:2]([N:15]1[CH:19]=[C:18]([NH:20][C:21](=[O:27])[CH:22]([NH2:26])[CH2:23][CH2:24][CH3:25])[N:17]=[CH:16]1)([CH3:14])[CH2:3][CH2:4][NH:5][CH:6]([C:8]1[CH:13]=[CH:12][CH:11]=[CH:10][CH:9]=1)[CH3:7].[F:28][C:29]1[CH:30]=[C:31]2[C:36](=[C:37]([F:39])[CH:38]=1)[CH2:35][C:34](=O)[CH2:33][CH2:32]2. (2) Given the product [CH3:40][S:1]([C:32]1[N:31]=[C:30]([C:20]2[N:17]3[CH:18]=[CH:19][C:14]([NH:13][C:11](=[O:12])[CH2:10][C:9]([CH3:39])([CH3:8])[CH3:38])=[N:15][C:16]3=[N:22][C:21]=2[C:23]2[CH:28]=[CH:27][CH:26]=[C:25]([CH3:29])[N:24]=2)[CH:35]=[CH:34][N:33]=1)(=[O:5])=[O:2], predict the reactants needed to synthesize it. The reactants are: [S:1](=[O:5])(=O)(O)[OH:2].OO.[CH3:8][C:9]([CH3:39])([CH3:38])[CH2:10][C:11]([NH:13][C:14]1[CH:19]=[CH:18][N:17]2[C:20]([C:30]3[CH:35]=[CH:34][N:33]=[C:32](SC)[N:31]=3)=[C:21]([C:23]3[CH:28]=[CH:27][CH:26]=[C:25]([CH3:29])[N:24]=3)[N:22]=[C:16]2[N:15]=1)=[O:12].[CH3:40]O. (3) Given the product [F:35][CH:33]([F:34])[O:32][C:28]1[CH:27]=[C:26]([C:25](=[O:36])[CH2:6][C:2]#[N:1])[CH:31]=[CH:30][CH:29]=1, predict the reactants needed to synthesize it. The reactants are: [NH2:1][C:2]1[CH:6]=CNN=1.COC(=O)C1C=CC(OCC2CC2)=C(Cl)C=1.CO[C:25](=[O:36])[C:26]1[CH:31]=[CH:30][CH:29]=[C:28]([O:32][CH:33]([F:35])[F:34])[CH:27]=1. (4) Given the product [F:46][C:43]([F:45])([F:44])[C:41]1[CH:40]=[C:5]([CH:4]=[C:3]([C:2]([F:48])([F:1])[F:47])[CH:42]=1)[CH2:6][N:7]([CH2:8][C:9]1[CH:14]=[C:13]([C:15]([F:17])([F:18])[F:16])[CH:12]=[CH:11][C:10]=1[C:54]1[C:55]([C:56]([O:58][CH2:59][CH3:60])=[O:57])=[CH:50][N:51]=[C:52]([C:61]([F:63])([F:64])[F:62])[N:53]=1)[C:28]1[N:29]=[CH:30][C:31]([N:34]2[CH2:39][CH2:38][O:37][CH2:36][CH2:35]2)=[CH:32][N:33]=1, predict the reactants needed to synthesize it. The reactants are: [F:1][C:2]([F:48])([F:47])[C:3]1[CH:4]=[C:5]([CH:40]=[C:41]([C:43]([F:46])([F:45])[F:44])[CH:42]=1)[CH2:6][N:7]([C:28]1[N:33]=[CH:32][C:31]([N:34]2[CH2:39][CH2:38][O:37][CH2:36][CH2:35]2)=[CH:30][N:29]=1)[CH2:8][C:9]1[CH:14]=[C:13]([C:15]([F:18])([F:17])[F:16])[CH:12]=[CH:11][C:10]=1B1OC(C)(C)C(C)(C)O1.Cl[C:50]1[C:55]([C:56]([O:58][CH2:59][CH3:60])=[O:57])=[CH:54][N:53]=[C:52]([C:61]([F:64])([F:63])[F:62])[N:51]=1.C(=O)([O-])[O-].[Cs+].[Cs+].O. (5) The reactants are: [CH3:1][O:2][C:3]1[CH:22]=[CH:21][CH:20]=[CH:19][C:4]=1[CH2:5][NH:6][C:7]1[CH:16]=[CH:15][C:14]2[C:9](=[CH:10][CH:11]=[C:12]([CH2:17][OH:18])[CH:13]=2)[N:8]=1.[C:23]1(O)[CH:28]=[CH:27][CH:26]=[CH:25][CH:24]=1.C1(P(C2C=CC=CC=2)C2C=CC=CC=2)C=CC=CC=1.N(C(OC(C)C)=O)=NC(OC(C)C)=O. Given the product [CH3:1][O:2][C:3]1[CH:22]=[CH:21][CH:20]=[CH:19][C:4]=1[CH2:5][NH:6][C:7]1[CH:16]=[CH:15][C:14]2[C:9](=[CH:10][CH:11]=[C:12]([CH2:17][O:18][C:23]3[CH:28]=[CH:27][CH:26]=[CH:25][CH:24]=3)[CH:13]=2)[N:8]=1, predict the reactants needed to synthesize it.